The task is: Predict the reaction yield, written as a fraction of the theoretical maximum amount of product (1.0 means a 100% yield; for example, 0.34 means a 34% yield).. This data is from Reaction yield outcomes from USPTO patents with 853,638 reactions. (1) The reactants are C([N:8]1[C:13]2[CH:14]=[C:15]([Cl:24])[C:16]([C:18]3[N:19]=[C:20]([CH3:23])[S:21][CH:22]=3)=[CH:17][C:12]=2[O:11][CH:10]([C:25]([N:27]2[CH2:32][CH2:31][C:30]([CH2:35][C:36]3[CH:41]=[CH:40][C:39]([F:42])=[CH:38][CH:37]=3)([C:33]#[N:34])[CH2:29][CH2:28]2)=[O:26])[CH2:9]1)C1C=CC=CC=1.ClC(OC(Cl)=O)C.CO. The catalyst is ClC(Cl)C. The product is [Cl:24][C:15]1[C:16]([C:18]2[N:19]=[C:20]([CH3:23])[S:21][CH:22]=2)=[CH:17][C:12]2[O:11][CH:10]([C:25]([N:27]3[CH2:28][CH2:29][C:30]([CH2:35][C:36]4[CH:41]=[CH:40][C:39]([F:42])=[CH:38][CH:37]=4)([C:33]#[N:34])[CH2:31][CH2:32]3)=[O:26])[CH2:9][NH:8][C:13]=2[CH:14]=1. The yield is 0.317. (2) The reactants are [CH3:1][Si:2]([CH3:15])([CH3:14])[C:3]#[C:4][CH2:5][CH2:6][O:7][C:8]1[N:13]=[CH:12][CH:11]=CN=1. The catalyst is [N+](C1C=CC=CC=1)([O-])=O. The product is [CH3:15][Si:2]([CH3:1])([CH3:14])[C:3]1[CH:11]=[CH:12][N:13]=[C:8]2[O:7][CH2:6][CH2:5][C:4]=12. The yield is 0.140. (3) The reactants are [CH3:1][C@H:2]1[CH2:7][C@H:6](OS(C)(=O)=O)[CH2:5][CH2:4][N:3]1[C:13]([O:15][C:16]([CH3:19])([CH3:18])[CH3:17])=[O:14].[N-:20]=[N+:21]=[N-:22].[Na+]. The catalyst is CN(C=O)C.O. The product is [N:20]([C@H:6]1[CH2:5][CH2:4][N:3]([C:13]([O:15][C:16]([CH3:19])([CH3:18])[CH3:17])=[O:14])[C@@H:2]([CH3:1])[CH2:7]1)=[N+:21]=[N-:22]. The yield is 1.00. (4) The reactants are [F:1][C:2]1[CH:3]=[C:4]([NH:26][C:27]([NH:29][C:30](=[O:39])[CH2:31][C:32]2[CH:37]=[CH:36][C:35]([F:38])=[CH:34][CH:33]=2)=[S:28])[CH:5]=[CH:6][C:7]=1[O:8][C:9]1[CH:14]=[CH:13][N:12]=[C:11]2[CH:15]=[C:16]([C:18]3[CH:23]=[CH:22][C:21]([CH:24]=[O:25])=[CH:20][N:19]=3)[S:17][C:10]=12.[CH3:40][O:41][CH2:42][CH2:43]N.CC(O)=O.[BH-](OC(C)=O)(OC(C)=O)OC(C)=O.[Na+]. The catalyst is C1COCC1. The product is [F:1][C:2]1[CH:3]=[C:4]([NH:26][C:27]([NH:29][C:30](=[O:39])[CH2:31][C:32]2[CH:33]=[CH:34][C:35]([F:38])=[CH:36][CH:37]=2)=[S:28])[CH:5]=[CH:6][C:7]=1[O:8][C:9]1[CH:14]=[CH:13][N:12]=[C:11]2[CH:15]=[C:16]([C:18]3[CH:23]=[CH:22][C:21]([CH2:24][O:25][CH2:43][CH2:42][O:41][CH3:40])=[CH:20][N:19]=3)[S:17][C:10]=12. The yield is 0.810. (5) The reactants are [CH:1]([C:3]1[N:8]=[N:7][C:6]2[O:9][CH2:10][CH2:11][CH2:12][C:5]=2[CH:4]=1)=C.O.I([O-])(=O)(=O)=[O:15].[Na+]. The catalyst is O1CCOCC1.[Os](=O)(=O)(=O)=O. The product is [N:7]1[C:6]2[O:9][CH2:10][CH2:11][CH2:12][C:5]=2[CH:4]=[C:3]([CH:1]=[O:15])[N:8]=1. The yield is 0.540. (6) The reactants are [F:1][C:2]([F:14])([F:13])[C:3]([C:9]([F:12])([F:11])[F:10])([OH:8])[CH2:4][CH2:5][CH2:6][OH:7].C[Li].[CH2:17]([Li])CCC.[C:22](Cl)(=[O:25])[CH:23]=[CH2:24].C(Cl)(=O)C(C)=C. No catalyst specified. The product is [C:22]([O:7][CH2:6][CH:5]([CH3:17])[CH2:4][C:3]([C:9]([F:10])([F:11])[F:12])([OH:8])[C:2]([F:13])([F:14])[F:1])(=[O:25])[CH:23]=[CH2:24]. The yield is 0.860. (7) The reactants are Cl.[NH2:2][C@H:3]1[CH2:7][CH2:6][O:5][C:4]1=[O:8].[BrH:9]. The catalyst is CC(O)=O. The product is [BrH:9].[NH2:2][C@@H:3]([CH2:7][CH2:6][Br:9])[C:4]([OH:5])=[O:8]. The yield is 0.980.